This data is from Full USPTO retrosynthesis dataset with 1.9M reactions from patents (1976-2016). The task is: Predict the reactants needed to synthesize the given product. (1) Given the product [Cl:19][C:16]1[CH:15]=[CH:14][N:13]=[C:12]2[CH:11]=[C:10]([C:7]3[N:6]([CH3:20])[C:5]([C:3]([N:21]4[CH2:25][CH2:24][CH2:23][CH2:22]4)=[O:4])=[N:9][CH:8]=3)[S:18][C:17]=12, predict the reactants needed to synthesize it. The reactants are: CO[C:3]([C:5]1[N:6]([CH3:20])[C:7]([C:10]2[S:18][C:17]3[C:12](=[N:13][CH:14]=[CH:15][C:16]=3[Cl:19])[CH:11]=2)=[CH:8][N:9]=1)=[O:4].[NH:21]1[CH2:25][CH2:24][CH2:23][CH2:22]1. (2) Given the product [CH3:1][C:2]1[CH:7]=[CH:6][C:5]([O:8][C:9]2[CH:10]=[CH:11][C:12]([S:16]([Cl:15])(=[O:18])=[O:17])=[CH:13][CH:14]=2)=[CH:4][CH:3]=1, predict the reactants needed to synthesize it. The reactants are: [CH3:1][C:2]1[CH:7]=[CH:6][C:5]([O:8][C:9]2[CH:14]=[CH:13][CH:12]=[CH:11][CH:10]=2)=[CH:4][CH:3]=1.[Cl:15][S:16](O)(=[O:18])=[O:17].C(Cl)(=O)C(Cl)=O.CN(C=O)C. (3) Given the product [F:21][C:19]1[CH:20]=[C:8]2[C:7]([OH:22])=[C:6]([C:4]3[NH:23][C:24]4[CH:29]=[CH:28][C:27]([I:30])=[CH:26][C:25]=4[S:31](=[O:33])(=[O:32])[N:34]=3)[C:11](=[O:12])[N:10]([CH2:13][CH2:14][CH:15]([CH3:16])[CH3:17])[N:9]2[CH:18]=1, predict the reactants needed to synthesize it. The reactants are: C(O[C:4]([C:6]1[C:11](=[O:12])[N:10]([CH2:13][CH2:14][CH:15]([CH3:17])[CH3:16])[N:9]2[CH:18]=[C:19]([F:21])[CH:20]=[C:8]2[C:7]=1[OH:22])=O)C.[NH2:23][C:24]1[CH:29]=[CH:28][C:27]([I:30])=[CH:26][C:25]=1[S:31]([NH2:34])(=[O:33])=[O:32].N12CCCN=C1CCCCC2.